Dataset: Peptide-MHC class II binding affinity with 134,281 pairs from IEDB. Task: Regression. Given a peptide amino acid sequence and an MHC pseudo amino acid sequence, predict their binding affinity value. This is MHC class II binding data. The peptide sequence is MSSGSFINISV. The MHC is HLA-DQA10501-DQB10201 with pseudo-sequence HLA-DQA10501-DQB10201. The binding affinity (normalized) is 0.261.